From a dataset of Forward reaction prediction with 1.9M reactions from USPTO patents (1976-2016). Predict the product of the given reaction. (1) Given the reactants Br[C:2]1[CH:3]=[N:4][C:5]([C:8]2[N:9]=[N:10][N:11]([CH:13]3[CH2:19][CH2:18][C:17]4[C:20]([F:24])=[CH:21][CH:22]=[CH:23][C:16]=4[N:15]([CH2:25][C:26]([F:29])([F:28])[F:27])[C:14]3=[O:30])[CH:12]=2)=[N:6][CH:7]=1.[N:31]1[CH:36]=[CH:35][C:34](B(O)O)=[CH:33][CH:32]=1.C(=O)([O-])[O-].[Cs+].[Cs+].CC(C1C=C(C(C)C)C(C2C=CC=CC=2P(C2CCCCC2)C2CCCCC2)=C(C(C)C)C=1)C, predict the reaction product. The product is: [F:24][C:20]1[C:17]2[CH2:18][CH2:19][CH:13]([N:11]3[CH:12]=[C:8]([C:5]4[N:4]=[CH:3][C:2]([C:34]5[CH:35]=[CH:36][N:31]=[CH:32][CH:33]=5)=[CH:7][N:6]=4)[N:9]=[N:10]3)[C:14](=[O:30])[N:15]([CH2:25][C:26]([F:29])([F:28])[F:27])[C:16]=2[CH:23]=[CH:22][CH:21]=1. (2) Given the reactants Cl[C:2]1[C:11]2[C:6](=[CH:7][C:8]([O:14][CH2:15][CH2:16][CH2:17][N:18]3[CH2:23][CH2:22][O:21][CH2:20][CH2:19]3)=[C:9]([O:12][CH3:13])[CH:10]=2)[N:5]=[CH:4][N:3]=1.[Cl:24][C:25]1[CH:33]=[C:32]([I:34])[C:28]2[O:29][CH2:30][O:31][C:27]=2[C:26]=1[NH2:35].C[Si]([N-][Si](C)(C)C)(C)C.[Na+], predict the reaction product. The product is: [Cl:24][C:25]1[CH:33]=[C:32]([I:34])[C:28]2[O:29][CH2:30][O:31][C:27]=2[C:26]=1[NH:35][C:2]1[C:11]2[C:6](=[CH:7][C:8]([O:14][CH2:15][CH2:16][CH2:17][N:18]3[CH2:23][CH2:22][O:21][CH2:20][CH2:19]3)=[C:9]([O:12][CH3:13])[CH:10]=2)[N:5]=[CH:4][N:3]=1. (3) Given the reactants [Br:1][C:2]1[C:3]([C:12]2[O:13][CH:14]=[CH:15][CH:16]=2)=[N:4][C:5]([NH2:11])=[N:6][C:7]=1S(C)=O.[CH2:17]([NH2:24])[C:18]1[CH:23]=[CH:22][CH:21]=[CH:20][CH:19]=1, predict the reaction product. The product is: [CH2:17]([NH:24][C:7]1[C:2]([Br:1])=[C:3]([C:12]2[O:13][CH:14]=[CH:15][CH:16]=2)[N:4]=[C:5]([NH2:11])[N:6]=1)[C:18]1[CH:23]=[CH:22][CH:21]=[CH:20][CH:19]=1.